This data is from Full USPTO retrosynthesis dataset with 1.9M reactions from patents (1976-2016). The task is: Predict the reactants needed to synthesize the given product. (1) Given the product [C:90]([O:89][C:87]([N:28]([C@H:18]1[CH2:19][CH2:20][C@@:21]2([CH3:22])[C:16](=[CH:15][CH2:14][C@@H:13]3[C@@H:23]2[CH2:24][CH2:25][C@@:26]2([CH3:27])[C@H:12]3[CH2:11][CH2:10][C@@H:9]2[C@H:7]([CH3:8])[CH2:6][CH2:5][CH2:4][CH:2]([CH3:3])[CH3:1])[CH2:17]1)[CH2:64][CH2:65][CH2:66][CH2:67][C:68]([O:70][CH2:71][CH3:72])=[O:69])=[O:88])([CH3:91])([CH3:92])[CH3:93], predict the reactants needed to synthesize it. The reactants are: [CH3:1][CH:2]([CH2:4][CH2:5][CH2:6][C@H:7]([C@@H:9]1[C@:26]2([CH3:27])[C@H:12]([C@H:13]3[C@H:23]([CH2:24][CH2:25]2)[C@:21]2([CH3:22])[C:16]([CH2:17][C@@H:18]([NH:28]CCCNC(=O)CCNC(=O)CCNC(=O)CCCCCNC4C=CC([N+]([O-])=O)=CC=4[N+]([O-])=O)[CH2:19][CH2:20]2)=[CH:15][CH2:14]3)[CH2:11][CH2:10]1)[CH3:8])[CH3:3].Br[CH2:64][CH2:65][CH2:66][CH2:67][C:68]([O:70][CH2:71][CH3:72])=[O:69].C([O-])([O-])=O.[K+].[K+].CC(OC(O[C:87]([O:89][C:90]([CH3:93])([CH3:92])[CH3:91])=[O:88])=O)(C)C.CCN(C(C)C)C(C)C. (2) Given the product [CH2:34]([O:33][C:31]([C:30]([C:28]1[N:29]=[C:25]([NH:24][C:1]([C:4]23[CH2:5][CH2:6][C:7]([NH:12][CH2:13][C:14]([N:16]4[CH2:20][C@@H:19]([F:21])[CH2:18][C@H:17]4[C:22]#[N:23])=[O:15])([CH2:8][CH2:9]2)[CH2:10][CH2:11]3)=[O:2])[S:26][CH:27]=1)=[N:36][O:37][CH3:38])=[O:32])[CH3:35], predict the reactants needed to synthesize it. The reactants are: [C:1]([C:4]12[CH2:11][CH2:10][C:7]([NH:12][CH2:13][C:14]([N:16]3[CH2:20][C@@H:19]([F:21])[CH2:18][C@H:17]3[C:22]#[N:23])=[O:15])([CH2:8][CH2:9]1)[CH2:6][CH2:5]2)(O)=[O:2].[NH2:24][C:25]1[S:26][CH:27]=[C:28]([C:30](=[N:36][O:37][CH3:38])[C:31]([O:33][CH2:34][CH3:35])=[O:32])[N:29]=1. (3) The reactants are: [F:1][CH2:2][C:3]1([S:6]([NH:9]C(=O)OC(C)(C)C)(=[O:8])=[O:7])[CH2:5][CH2:4]1.C(O)(C(F)(F)F)=O. Given the product [F:1][CH2:2][C:3]1([S:6]([NH2:9])(=[O:8])=[O:7])[CH2:5][CH2:4]1, predict the reactants needed to synthesize it.